From a dataset of Experimentally validated miRNA-target interactions with 360,000+ pairs, plus equal number of negative samples. Binary Classification. Given a miRNA mature sequence and a target amino acid sequence, predict their likelihood of interaction. (1) The miRNA is mmu-miR-509-5p with sequence UACUCCAGAAUGUGGCAAUCAU. The protein sequence of the target gene is MSQMLHIEIPNFGNTVLGCLNEQRLLGLYCDVSIVVKGQAFKAHRAVLAASSLYFRDLFSGNSKSAFELPGTVPPACFQQILSFCYTGKLTMAASEQLVVMYTAGFLQIQHIVERGTDLMFKVSSPHCDSQTAMIEDASSEPQSPCNQLQPATAAYVTSPSVPIPLLTRVKHEAMEMPPASGPGLASKRPLETGPRDGVAVATGAAGTPGTAPLKLPRVSYYGVPSLATLIPSIQQVPYPPGERTSPGASSLPTTDSPTSYHNEEDEEDDEAYDTMVEEQYGQMYIKATGNYAVQEKPEP.... Result: 0 (no interaction). (2) The miRNA is hsa-miR-6758-5p with sequence UAGAGAGGGGAAGGAUGUGAUGU. The protein sequence of the target gene is MELEGRGAGGVAGGPAAGPGRSPGESALLDGWLQRGVGRGAGGGEAGACRPPVRQDPDSGPDYEALPAGATVTTHMVAGAVAGILEHCVMYPIDCVKTRMQSLQPDPAARYRNVLEALWRIIRTEGLWRPMRGLNVTATGAGPAHALYFACYEKLKKTLSDVIHPGGNSHIANGAAGCVATLLHDAAMNPAEVVKQRMQMYNSPYHRVTDCVRAVWQNEGAGAFYRSYTTQLTMNVPFQAIHFMTYEFLQEHFNPQRRYNPSSHVLSGACAGAVAAAATTPLDVCKTLLNTQESLALNSH.... Result: 1 (interaction).